This data is from Retrosynthesis with 50K atom-mapped reactions and 10 reaction types from USPTO. The task is: Predict the reactants needed to synthesize the given product. The reactants are: NCc1cn(-c2ccccc2)c2cc(Cl)ccc2c1=O.O=C(O)c1ccn(Cc2ccccc2Cl)c(=O)c1. Given the product O=C(NCc1cn(-c2ccccc2)c2cc(Cl)ccc2c1=O)c1ccn(Cc2ccccc2Cl)c(=O)c1, predict the reactants needed to synthesize it.